This data is from Catalyst prediction with 721,799 reactions and 888 catalyst types from USPTO. The task is: Predict which catalyst facilitates the given reaction. (1) Reactant: Br[CH2:2][C:3]1[C:8](=[O:9])[N:7]([C:10]2[CH:15]=[CH:14][CH:13]=[C:12]([C:16]([O:18][CH3:19])=[O:17])[CH:11]=2)[C:6]2[N:20]=[CH:21][CH:22]=[CH:23][C:5]=2[N:4]=1.[CH3:24][C:25]1[NH:26][CH:27]=[CH:28][N:29]=1.C(=O)(O)[O-].[Na+]. Product: [CH3:19][O:18][C:16]([C:12]1[CH:11]=[C:10]([N:7]2[C:8](=[O:9])[C:3]([CH2:2][N:26]3[CH:27]=[CH:28][N:29]=[C:25]3[CH3:24])=[N:4][C:5]3[CH:23]=[CH:22][CH:21]=[N:20][C:6]2=3)[CH:15]=[CH:14][CH:13]=1)=[O:17]. The catalyst class is: 9. (2) Reactant: [NH:1]1[C:9]2[C:4](=[CH:5][CH:6]=[CH:7][CH:8]=2)[CH:3]=[C:2]1[C:10]([NH:12][C@H:13]([C:18]([N:20]1[CH2:25][C@@H:24]2[CH2:26][C@H:21]1[CH2:22][N:23]2C(OC(C)(C)C)=O)=[O:19])[C:14]([CH3:17])([CH3:16])[CH3:15])=[O:11].C(O)(C(F)(F)F)=O. Product: [C@H:21]12[CH2:26][C@H:24]([NH:23][CH2:22]1)[CH2:25][N:20]2[C:18]([C@@H:13]([NH:12][C:10]([C:2]1[NH:1][C:9]2[C:4]([CH:3]=1)=[CH:5][CH:6]=[CH:7][CH:8]=2)=[O:11])[C:14]([CH3:17])([CH3:16])[CH3:15])=[O:19]. The catalyst class is: 2.